From a dataset of Full USPTO retrosynthesis dataset with 1.9M reactions from patents (1976-2016). Predict the reactants needed to synthesize the given product. (1) Given the product [Si:3]([O:10][CH:11]1[CH2:12][CH2:13][CH:14]([C:17](=[O:25])[CH:18]=[CH:33][C:32]2[C:27]([F:26])=[N:28][CH:29]=[CH:30][C:31]=2[C:35]2[N:36]=[CH:37][N:38]([C:40]([C:47]3[CH:52]=[CH:51][CH:50]=[CH:49][CH:48]=3)([C:41]3[CH:42]=[CH:43][CH:44]=[CH:45][CH:46]=3)[C:53]3[CH:58]=[CH:57][CH:56]=[CH:55][CH:54]=3)[CH:39]=2)[CH2:15][CH2:16]1)([C:6]([CH3:7])([CH3:8])[CH3:9])([CH3:4])[CH3:5], predict the reactants needed to synthesize it. The reactants are: [H-].[Na+].[Si:3]([O:10][CH:11]1[CH2:16][CH2:15][CH:14]([C:17](=[O:25])[CH2:18]P(=O)(OC)OC)[CH2:13][CH2:12]1)([C:6]([CH3:9])([CH3:8])[CH3:7])([CH3:5])[CH3:4].[F:26][C:27]1[C:32]([CH:33]=O)=[C:31]([C:35]2[N:36]=[CH:37][N:38]([C:40]([C:53]3[CH:58]=[CH:57][CH:56]=[CH:55][CH:54]=3)([C:47]3[CH:52]=[CH:51][CH:50]=[CH:49][CH:48]=3)[C:41]3[CH:46]=[CH:45][CH:44]=[CH:43][CH:42]=3)[CH:39]=2)[CH:30]=[CH:29][N:28]=1. (2) Given the product [CH2:4]([O:6][C:7]([C:9]1[CH2:11][C:10]([C:18]2[CH:23]=[CH:22][CH:21]=[CH:20][CH:19]=2)([C:12]2[CH:17]=[CH:16][CH:15]=[CH:14][CH:13]=2)[O:25][N:24]=1)=[O:8])[CH3:5], predict the reactants needed to synthesize it. The reactants are: C1CC1.[CH2:4]([O:6][C:7]([CH:9]1[CH2:11][C:10]1([C:18]1[CH:23]=[CH:22][CH:21]=[CH:20][CH:19]=1)[C:12]1[CH:17]=[CH:16][CH:15]=[CH:14][CH:13]=1)=[O:8])[CH3:5].[N:24]([O-])=[O:25].[Na+].O. (3) Given the product [C:13]1([S:10]([NH2:9])(=[O:12])=[O:11])[CH:18]=[CH:17][CH:16]=[CH:15][CH:14]=1, predict the reactants needed to synthesize it. The reactants are: CS(Cl)(=O)=O.OCC[N:9](CCO)[S:10]([C:13]1[CH:18]=[CH:17][C:16](C)=[CH:15][CH:14]=1)(=[O:12])=[O:11].C(N(CC)CC)C. (4) Given the product [OH:18][CH2:17][CH2:16][NH:15][C:11]([C:10]1[C:9]2[CH2:8][CH2:7][CH2:6][C:5](=[O:14])[C:4]=2[NH:3][C:2]=1[CH3:1])=[O:13], predict the reactants needed to synthesize it. The reactants are: [CH3:1][C:2]1[NH:3][C:4]2[C:5](=[O:14])[CH2:6][CH2:7][CH2:8][C:9]=2[C:10]=1[C:11]([OH:13])=O.[NH2:15][CH2:16][CH2:17][OH:18]. (5) Given the product [C:51]([O:50][C:49](=[O:55])[NH:48][C:36]1[C:37]([C:2]2[CH:7]=[CH:6][C:5]([CH2:8][C:9]([C:11]3[N:12]([S:21]([N:24]([CH3:26])[CH3:25])(=[O:22])=[O:23])[CH:13]=[C:14]([CH2:16][C:17]([CH3:18])([CH3:19])[CH3:20])[N:15]=3)=[O:10])=[CH:4][CH:3]=2)=[CH:38][N:34]([CH3:33])[N:35]=1)([CH3:54])([CH3:53])[CH3:52], predict the reactants needed to synthesize it. The reactants are: Br[C:2]1[CH:7]=[CH:6][C:5]([CH2:8][C:9]([C:11]2[N:12]([S:21]([N:24]([CH3:26])[CH3:25])(=[O:23])=[O:22])[CH:13]=[C:14]([CH2:16][C:17]([CH3:20])([CH3:19])[CH3:18])[N:15]=2)=[O:10])=[CH:4][CH:3]=1.C(=O)([O-])[O-].[Na+].[Na+].[CH3:33][N:34]1[CH:38]=[C:37](B2OC(C)(C)C(C)(C)O2)[C:36]([NH:48][C:49](=[O:55])[O:50][C:51]([CH3:54])([CH3:53])[CH3:52])=[N:35]1.O. (6) Given the product [NH2:1][C:2]1[C:9]([N+:10]([O-:12])=[O:11])=[CH:8][C:7]([F:13])=[CH:6][C:3]=1[C:4]([NH2:5])=[O:14], predict the reactants needed to synthesize it. The reactants are: [NH2:1][C:2]1[C:9]([N+:10]([O-:12])=[O:11])=[CH:8][C:7]([F:13])=[CH:6][C:3]=1[C:4]#[N:5].[OH2:14]. (7) Given the product [N:29]1([CH2:28][CH2:27][NH:26][C:2]2[CH:11]=[C:10]3[C:5]([C:6](=[O:22])[C:7]([C:20]#[N:21])=[CH:8][N:9]3[CH2:12][O:13][CH2:14][CH2:15][Si:16]([CH3:19])([CH3:18])[CH3:17])=[CH:4][C:3]=2[N+:23]([O-:25])=[O:24])[CH2:34][CH2:33][O:32][CH2:31][CH2:30]1, predict the reactants needed to synthesize it. The reactants are: Cl[C:2]1[CH:11]=[C:10]2[C:5]([C:6](=[O:22])[C:7]([C:20]#[N:21])=[CH:8][N:9]2[CH2:12][O:13][CH2:14][CH2:15][Si:16]([CH3:19])([CH3:18])[CH3:17])=[CH:4][C:3]=1[N+:23]([O-:25])=[O:24].[NH2:26][CH2:27][CH2:28][N:29]1[CH2:34][CH2:33][O:32][CH2:31][CH2:30]1. (8) Given the product [CH:24]1[CH:23]=[C:22]2[C:21]([CH2:40][C@@:38]([OH:39])([C:37]([OH:42])=[O:41])[CH2:11][C@H:10]([NH2:9])[C:16]([OH:18])=[O:17])=[CH:20][NH:19][C:27]2=[CH:26][CH:25]=1, predict the reactants needed to synthesize it. The reactants are: P([O-])([O-])([O-])=O.[K+].[K+].[K+].[NH2:9][C@H:10]([C:16]([O-:18])=[O:17])[CH2:11]CC([O-])=O.[NH:19]1[C:27]2[C:22](=[CH:23][CH:24]=[CH:25][CH:26]=2)[CH:21]=[C:20]1CC(=O)C([O-])=O.[Mg+2].[Cl-].[Cl-].[C:37]([O-:42])(=[O:41])[C:38]([CH3:40])=[O:39]. (9) Given the product [NH:4]1[CH:8]=[C:7]([CH2:9][NH:10][C:11](=[O:27])[NH:12][CH:13]([CH2:18][C:19]2[CH:20]=[CH:21][C:22]([O:25][CH3:26])=[CH:23][CH:24]=2)[C:14]([OH:16])=[O:15])[N:6]=[CH:5]1, predict the reactants needed to synthesize it. The reactants are: O.[OH-].[Li+].[NH:4]1[CH:8]=[C:7]([CH2:9][NH:10][C:11](=[O:27])[NH:12][C@@H:13]([CH2:18][C:19]2[CH:24]=[CH:23][C:22]([O:25][CH3:26])=[CH:21][CH:20]=2)[C:14]([O:16]C)=[O:15])[N:6]=[CH:5]1.C(O)(=O)C. (10) The reactants are: II.Br[CH2:4][CH2:5][CH:6]1[O:10][CH2:9][CH2:8][O:7]1.[CH3:11][C:12]1[CH:19]=[CH:18][CH:17]=[CH:16][C:13]=1[CH:14]=[O:15]. Given the product [O:7]1[CH2:8][CH2:9][O:10][CH:6]1[CH2:5][CH2:4][CH:14]([C:13]1[CH:16]=[CH:17][CH:18]=[CH:19][C:12]=1[CH3:11])[OH:15], predict the reactants needed to synthesize it.